From a dataset of Reaction yield outcomes from USPTO patents with 853,638 reactions. Predict the reaction yield, written as a fraction of the theoretical maximum amount of product (1.0 means a 100% yield; for example, 0.34 means a 34% yield). (1) The reactants are [NH2:1][C:2]1[C:3]([C:13]([O:15]C)=[O:14])=[N:4][C:5]([C:8]2[S:9][CH:10]=[CH:11][N:12]=2)=[CH:6][CH:7]=1.[Li+].[OH-].Cl. The catalyst is C1COCC1. The product is [NH2:1][C:2]1[C:3]([C:13]([OH:15])=[O:14])=[N:4][C:5]([C:8]2[S:9][CH:10]=[CH:11][N:12]=2)=[CH:6][CH:7]=1. The yield is 0.610. (2) The reactants are Cl.[Cl:2][C:3]1[CH:8]=[C:7]([C:9]2[CH:14]=[CH:13][CH:12]=[C:11]([Cl:15])[CH:10]=2)[N:6]=[C:5]2[CH2:16][CH2:17][CH2:18][C:4]=12.Cl.[NH2:20][C@H:21]1[CH2:26][CH2:25][C@H:24]([CH2:27][OH:28])[CH2:23][CH2:22]1. No catalyst specified. The product is [ClH:2].[Cl:15][C:11]1[CH:10]=[C:9]([C:7]2[N:6]=[C:5]3[CH2:16][CH2:17][CH2:18][C:4]3=[C:3]([NH:20][C@H:21]3[CH2:26][CH2:25][C@H:24]([CH2:27][OH:28])[CH2:23][CH2:22]3)[CH:8]=2)[CH:14]=[CH:13][CH:12]=1. The yield is 0.0900. (3) The reactants are CC([N:5]([C@@:9]([CH3:34])([C:12]([NH:14][C:15]1[CH:16]=[N:17][C:18]([O:21][C:22]2[C:27]3[C:28]4([CH2:31][O:32][CH2:33][C:26]=3[CH:25]=[CH:24][CH:23]=2)[CH2:30][CH2:29]4)=[CH:19][CH:20]=1)=[O:13])[CH2:10][CH3:11])C(=O)[O-])(C)C.C(O)(C(F)(F)F)=O.C([O-])(O)=O.[Na+]. The catalyst is ClCCl. The product is [C:28]12([C:27]3[C:22]([O:21][C:18]4[N:17]=[CH:16][C:15]([NH:14][C:12](=[O:13])[C@:9]([CH3:34])([CH2:10][CH3:11])[NH2:5])=[CH:20][CH:19]=4)=[CH:23][CH:24]=[CH:25][C:26]=3[CH2:33][O:32][CH2:31]1)[CH2:29][CH2:30]2. The yield is 0.860.